Dataset: Forward reaction prediction with 1.9M reactions from USPTO patents (1976-2016). Task: Predict the product of the given reaction. (1) Given the reactants CO.[ClH:3].Cl.[NH2:5][CH2:6][CH2:7][S:8][S:9][CH2:10][CH2:11][NH2:12].[C:13]([O:17][C:18](O[C:18]([O:17][C:13]([CH3:16])([CH3:15])[CH3:14])=[O:19])=[O:19])([CH3:16])([CH3:15])[CH3:14], predict the reaction product. The product is: [C:13]([O:17][C:18]([NH:5][CH2:6][CH2:7][S:8][S:9][CH2:10][CH2:11][NH2:12])=[O:19])([CH3:16])([CH3:15])[CH3:14].[ClH:3]. (2) Given the reactants [N:1]1([CH:7]=[CH:8][C:9]([O:11][CH2:12][CH3:13])=[O:10])[CH2:6][CH2:5][CH2:4][CH2:3][CH2:2]1.[F:14][CH:15]([F:19])[C:16](F)=[O:17].C(N(CC)CC)C, predict the reaction product. The product is: [F:14][CH:15]([F:19])[C:16](=[O:17])[C:8](=[CH:7][N:1]1[CH2:6][CH2:5][CH2:4][CH2:3][CH2:2]1)[C:9]([O:11][CH2:12][CH3:13])=[O:10].